This data is from Reaction yield outcomes from USPTO patents with 853,638 reactions. The task is: Predict the reaction yield, written as a fraction of the theoretical maximum amount of product (1.0 means a 100% yield; for example, 0.34 means a 34% yield). The reactants are [Cl:1][C:2]1[CH:7]=[CH:6][C:5]([N:8]2[CH:13]=[CH:12][C:11](=[O:14])[C:10]([C:15](=O)[CH:16]=[CH:17][N:18](C)C)=[N:9]2)=[CH:4][CH:3]=1.[C:22]1([NH:28]N)[CH:27]=[CH:26][CH:25]=[CH:24][CH:23]=1. The catalyst is CO. The product is [Cl:1][C:2]1[CH:3]=[CH:4][C:5]([N:8]2[CH:13]=[CH:12][C:11](=[O:14])[C:10]([C:15]3[N:28]([C:22]4[CH:27]=[CH:26][CH:25]=[CH:24][CH:23]=4)[N:18]=[CH:17][CH:16]=3)=[N:9]2)=[CH:6][CH:7]=1. The yield is 0.0800.